The task is: Predict the reaction yield, written as a fraction of the theoretical maximum amount of product (1.0 means a 100% yield; for example, 0.34 means a 34% yield).. This data is from Reaction yield outcomes from USPTO patents with 853,638 reactions. (1) The reactants are [CH2:1]([O:3][C:4]1[CH:5]=[C:6]([C:10]2(O)[CH2:15][CH2:14][CH2:13][N:12](C(OC(C)(C)C)=O)[CH2:11]2)[CH:7]=[CH:8][CH:9]=1)[CH3:2].C(O)(C(F)(F)F)=O. No catalyst specified. The product is [CH2:1]([O:3][C:4]1[CH:5]=[C:6]([C:10]2[CH2:11][NH:12][CH2:13][CH2:14][CH:15]=2)[CH:7]=[CH:8][CH:9]=1)[CH3:2]. The yield is 0.510. (2) The product is [CH2:21]([O:7][C:8]1[CH:17]=[C:16]([N+:18]([O-:20])=[O:19])[CH:15]=[CH:14][C:9]=1[C:10]([O:12][CH3:13])=[O:11])[C:22]1[CH:27]=[CH:26][CH:25]=[CH:24][CH:23]=1. The reactants are C(=O)([O-])[O-].[K+].[K+].[OH:7][C:8]1[CH:17]=[C:16]([N+:18]([O-:20])=[O:19])[CH:15]=[CH:14][C:9]=1[C:10]([O:12][CH3:13])=[O:11].[CH2:21](Br)[C:22]1[CH:27]=[CH:26][CH:25]=[CH:24][CH:23]=1. The yield is 0.870. The catalyst is CC(C)=O. (3) The reactants are [CH2:1]([N:8]1[CH2:13][CH2:12][C@@H:11]([CH3:14])[C@@H:10]([NH:15][C:16]2[C:21]([C:22](=[O:24])[CH3:23])=[CH:20][N:19]=[C:18]3[N:25]([CH2:28][O:29][CH2:30][CH2:31][Si:32]([CH3:35])([CH3:34])[CH3:33])[CH:26]=[CH:27][C:17]=23)[CH2:9]1)[C:2]1[CH:7]=[CH:6][CH:5]=[CH:4][CH:3]=1.[CH3:36]OC(OC)N(C)C. No catalyst specified. The product is [CH2:1]([N:8]1[CH2:13][CH2:12][C@@H:11]([CH3:14])[C@@H:10]([N:15]2[C:16]3[C:21](=[CH:20][N:19]=[C:18]4[N:25]([CH2:28][O:29][CH2:30][CH2:31][Si:32]([CH3:33])([CH3:35])[CH3:34])[CH:26]=[CH:27][C:17]4=3)[C:22](=[O:24])[CH:23]=[CH:36]2)[CH2:9]1)[C:2]1[CH:3]=[CH:4][CH:5]=[CH:6][CH:7]=1. The yield is 0.300. (4) The reactants are [H-].[Na+].[O:3]=[C:4]1[CH:8]([C:9]([O:11][CH2:12][CH3:13])=[O:10])[CH2:7][CH2:6][NH:5]1.Br[CH2:15][C:16]1[S:17][C:18]([C:21]2[CH:22]=[C:23]([NH:28][C:29]3[N:34]=[C:33]([C:35]([F:38])([F:37])[F:36])[CH:32]=[CH:31][N:30]=3)[CH:24]=[C:25]([CH3:27])[CH:26]=2)=[CH:19][N:20]=1. The catalyst is O1CCCC1.C(OCC)(=O)C. The product is [CH3:27][C:25]1[CH:26]=[C:21]([C:18]2[S:17][C:16]([CH2:15][C:8]3([C:9]([O:11][CH2:12][CH3:13])=[O:10])[CH2:7][CH2:6][NH:5][C:4]3=[O:3])=[N:20][CH:19]=2)[CH:22]=[C:23]([NH:28][C:29]2[N:34]=[C:33]([C:35]([F:37])([F:36])[F:38])[CH:32]=[CH:31][N:30]=2)[CH:24]=1. The yield is 0.270. (5) The reactants are [CH3:1][O:2][C:3](=[O:15])[CH2:4][C:5]1[C:9]2[CH:10]=[CH:11][C:12]([OH:14])=[CH:13][C:8]=2[O:7][CH:6]=1. The catalyst is CO.[C].[Pd]. The product is [CH3:1][O:2][C:3](=[O:15])[CH2:4][CH:5]1[C:9]2[CH:10]=[CH:11][C:12]([OH:14])=[CH:13][C:8]=2[O:7][CH2:6]1. The yield is 0.760. (6) The reactants are [Cl:1][C:2]1[CH:3]=[C:4]2[C:8](=[CH:9][CH:10]=1)[NH:7][C:6](=[O:11])[CH2:5]2.[CH2:12]([N:14]([CH2:29][CH3:30])[CH2:15][CH2:16][NH:17][C:18]([C:20]1[C:24]([CH3:25])=[C:23]([CH:26]=O)[NH:22][C:21]=1[CH3:28])=[O:19])[CH3:13]. The catalyst is N1CCCCC1.C(O)C. The product is [CH2:29]([N:14]([CH2:12][CH3:13])[CH2:15][CH2:16][NH:17][C:18]([C:20]1[C:24]([CH3:25])=[C:23]([CH:26]=[C:5]2[C:4]3[C:8](=[CH:9][CH:10]=[C:2]([Cl:1])[CH:3]=3)[NH:7][C:6]2=[O:11])[NH:22][C:21]=1[CH3:28])=[O:19])[CH3:30]. The yield is 0.680. (7) The product is [C:1]([O:5][C:6]([N:8]1[CH2:12][CH2:11][CH:10]([C:13]2[NH:30][C:16]([C:18]3[CH:23]=[CH:22][C:21]([Br:24])=[CH:20][CH:19]=3)=[CH:15][N:14]=2)[CH2:9]1)=[O:7])([CH3:4])([CH3:3])[CH3:2]. The reactants are [C:1]([O:5][C:6]([N:8]1[CH2:12][CH2:11][CH:10]([C:13](=O)[NH:14][CH2:15][C:16]([C:18]2[CH:23]=[CH:22][C:21]([Br:24])=[CH:20][CH:19]=2)=O)[CH2:9]1)=[O:7])([CH3:4])([CH3:3])[CH3:2].C([O-])(=O)C.[NH4+:30]. The catalyst is C1(C)C(C)=CC=CC=1. The yield is 0.560. (8) The reactants are [CH3:1][O:2][C:3]1[CH:4]=[C:5]([C:13]([O:15]C)=[O:14])[C:6](=[CH:11][CH:12]=1)[C:7]([O:9]C)=[O:8].[OH-].[K+]. The catalyst is CO.O. The product is [CH3:1][O:2][C:3]1[CH:4]=[C:5]([C:13]([OH:15])=[O:14])[C:6](=[CH:11][CH:12]=1)[C:7]([OH:9])=[O:8]. The yield is 0.990. (9) The reactants are C[O:2][C:3]1[CH:4]=[C:5]2[C:9](=[CH:10][CH:11]=1)[C@H:8]([C@H:12]([CH2:17][CH3:18])[C:13]([O:15][CH3:16])=[O:14])[CH2:7][CH2:6]2.[Al+3].[Cl-].[Cl-].[Cl-].CCS. The catalyst is C(Cl)Cl. The product is [OH:2][C:3]1[CH:4]=[C:5]2[C:9](=[CH:10][CH:11]=1)[C@H:8]([C@H:12]([CH2:17][CH3:18])[C:13]([O:15][CH3:16])=[O:14])[CH2:7][CH2:6]2. The yield is 0.980. (10) No catalyst specified. The product is [NH2:9][C:3]1[C:2]([F:1])=[CH:7][N:6]([CH2:17][C:18]([O:20][CH2:21][CH3:22])=[O:19])[C:5](=[O:8])[N:4]=1. The reactants are [F:1][C:2]1[C:3]([NH2:9])=[N:4][C:5](=[O:8])[NH:6][CH:7]=1.C(=O)([O-])[O-].[K+].[K+].Br[CH2:17][C:18]([O:20][CH2:21][CH3:22])=[O:19]. The yield is 0.390.